From a dataset of Forward reaction prediction with 1.9M reactions from USPTO patents (1976-2016). Predict the product of the given reaction. Given the reactants [CH2:1]([O:8][C:9]1[CH:10]=[C:11]([CH2:29][CH2:30][NH:31][S:32]([CH2:35][CH:36]2[CH2:41][CH2:40][CH2:39][CH2:38][CH2:37]2)(=[O:34])=[O:33])[CH:12]=[CH:13][C:14]=1[N:15]1[CH2:19][C:18](=[O:20])[N:17](CC[Si](C)(C)C)[S:16]1(=[O:28])=[O:27])[C:2]1[CH:7]=[CH:6][CH:5]=[CH:4][CH:3]=1.CCCC[N+](CCCC)(CCCC)CCCC.[F-], predict the reaction product. The product is: [CH2:1]([O:8][C:9]1[CH:10]=[C:11]([CH2:29][CH2:30][NH:31][S:32]([CH2:35][CH:36]2[CH2:41][CH2:40][CH2:39][CH2:38][CH2:37]2)(=[O:33])=[O:34])[CH:12]=[CH:13][C:14]=1[N:15]1[CH2:19][C:18](=[O:20])[NH:17][S:16]1(=[O:27])=[O:28])[C:2]1[CH:7]=[CH:6][CH:5]=[CH:4][CH:3]=1.